Predict the product of the given reaction. From a dataset of Forward reaction prediction with 1.9M reactions from USPTO patents (1976-2016). (1) Given the reactants [S:1]1[CH:5]=[CH:4][C:3]2[C:6]([N:10]3[CH2:15][CH2:14][N:13](C(OC(C)(C)C)=O)[CH2:12][CH:11]3[CH3:23])=[CH:7][CH:8]=[CH:9][C:2]1=2.FC(F)(F)C(O)=O.C(Cl)[Cl:32], predict the reaction product. The product is: [ClH:32].[ClH:32].[S:1]1[CH:5]=[CH:4][C:3]2[C:6]([N:10]3[CH2:15][CH2:14][NH:13][CH2:12][CH:11]3[CH3:23])=[CH:7][CH:8]=[CH:9][C:2]1=2. (2) Given the reactants [F:1][C:2]1[CH:7]=[CH:6][C:5]([C:8]2[CH2:13][CH2:12][N:11]([C:14]([O:16][C:17]([CH3:20])([CH3:19])[CH3:18])=[O:15])[CH2:10][CH:9]=2)=[C:4]([C:21]([F:24])([F:23])[F:22])[CH:3]=1.N#N, predict the reaction product. The product is: [F:1][C:2]1[CH:7]=[CH:6][C:5]([CH:8]2[CH2:9][CH2:10][N:11]([C:14]([O:16][C:17]([CH3:20])([CH3:19])[CH3:18])=[O:15])[CH2:12][CH2:13]2)=[C:4]([C:21]([F:24])([F:22])[F:23])[CH:3]=1. (3) Given the reactants C([N:8]1[C:20]2[CH:19]=[C:18]3[C:13]([CH:14]=[CH:15][N:16]=[C:17]3[N:21]3[CH2:26][CH2:25][N:24]([CH3:27])[CH2:23][CH2:22]3)=[CH:12][C:11]=2[CH2:10][CH2:9]1)C1C=CC=CC=1.C([O-])=O.[NH4+], predict the reaction product. The product is: [CH3:27][N:24]1[CH2:23][CH2:22][N:21]([C:17]2[C:18]3[C:13](=[CH:12][C:11]4[CH2:10][CH2:9][NH:8][C:20]=4[CH:19]=3)[CH:14]=[CH:15][N:16]=2)[CH2:26][CH2:25]1.